This data is from Catalyst prediction with 721,799 reactions and 888 catalyst types from USPTO. The task is: Predict which catalyst facilitates the given reaction. (1) Reactant: Cl.[C:2]([C:4]1[CH:9]=[CH:8][C:7]([NH:10][NH2:11])=[CH:6][CH:5]=1)#[N:3].[C:12]([O-])(=[O:14])[CH3:13].[Na+]. Product: [C:2]([C:4]1[CH:9]=[CH:8][C:7]([NH:10][NH:11][C:12](=[O:14])[CH3:13])=[CH:6][CH:5]=1)#[N:3]. The catalyst class is: 15. (2) Reactant: [CH3:1][C:2]([O-:5])([CH3:4])[CH3:3].[K+].[CH:7]1([C:10](Cl)=[O:11])[CH2:9][CH2:8]1.C(=O)([O-])O.[Na+]. Product: [C:2]([O:5][C:10]([CH:7]1[CH2:9][CH2:8]1)=[O:11])([CH3:4])([CH3:3])[CH3:1]. The catalyst class is: 310. (3) Reactant: C(OC([N:8]1[CH2:13][CH:12]=[C:11]([C:14]2[CH:19]=[CH:18][C:17]([NH:20][C:21](=[O:27])[CH:22]([CH2:25][CH3:26])[CH2:23][CH3:24])=[CH:16][C:15]=2[F:28])[CH2:10][CH2:9]1)=O)(C)(C)C.Cl.Cl[CH:31]([C:39]1[CH:44]=[CH:43][CH:42]=[CH:41][CH:40]=1)[C:32]([N:34]([CH2:37][CH3:38])[CH2:35][CH3:36])=[O:33].C([O-])([O-])=O.[K+].[K+]. Product: [CH2:35]([N:34]([CH2:37][CH3:38])[C:32]([CH:31]([C:39]1[CH:44]=[CH:43][CH:42]=[CH:41][CH:40]=1)[N:8]1[CH2:9][CH:10]=[C:11]([C:14]2[CH:19]=[CH:18][C:17]([NH:20][C:21](=[O:27])[CH:22]([CH2:23][CH3:24])[CH2:25][CH3:26])=[CH:16][C:15]=2[F:28])[CH2:12][CH2:13]1)=[O:33])[CH3:36]. The catalyst class is: 5. (4) Reactant: P(Cl)(Cl)(Cl)(Cl)Cl.[N+:7]([C:10]1[CH:15]=[CH:14][C:13]([N:16]2[CH2:21][CH2:20][CH2:19][CH2:18][C:17]2=[O:22])=[CH:12][CH:11]=1)([O-:9])=[O:8].[OH2:23]. Product: [O:23]1[CH2:18][CH2:17][N:16]([C:18]2[C:17](=[O:22])[N:16]([C:13]3[CH:14]=[CH:15][C:10]([N+:7]([O-:9])=[O:8])=[CH:11][CH:12]=3)[CH2:21][CH2:20][CH:19]=2)[CH2:13][CH2:12]1. The catalyst class is: 2. (5) Reactant: [Br:1][C:2]1[C:3]([N:18]([CH3:23])[S:19]([CH3:22])(=[O:21])=[O:20])=[CH:4][C:5]2[O:9][C:8]([C:10]([OH:12])=O)=[C:7]([C:13](=[O:16])[NH:14][CH3:15])[C:6]=2[CH:17]=1.C1C=CC2N(O)N=NC=2C=1.CCN=C=NCCCN(C)C.CCN(CC)CC.Cl.[CH3:53][NH:54][O:55][CH3:56]. Product: [Br:1][C:2]1[C:3]([N:18]([CH3:23])[S:19]([CH3:22])(=[O:21])=[O:20])=[CH:4][C:5]2[O:9][C:8]([C:10]([N:54]([O:55][CH3:56])[CH3:53])=[O:12])=[C:7]([C:13]([NH:14][CH3:15])=[O:16])[C:6]=2[CH:17]=1. The catalyst class is: 3. (6) Reactant: [NH2:1][C:2]1[C:3]2[S:20][C:19](=[O:21])O[C:4]=2[N:5]=[C:6]([S:8][CH2:9][C:10]2[CH:15]=[CH:14][CH:13]=[C:12]([F:16])[C:11]=2[F:17])[N:7]=1.[Cl-].C(N(CC)C1C=CC=CC=1)C.P(Cl)(Cl)([Cl:36])=O. Product: [Cl:36][C:4]1[C:3]2[S:20][C:19](=[O:21])[NH:1][C:2]=2[N:7]=[C:6]([S:8][CH2:9][C:10]2[CH:15]=[CH:14][CH:13]=[C:12]([F:16])[C:11]=2[F:17])[N:5]=1. The catalyst class is: 47. (7) Reactant: [Cl:1][C:2]1[CH:7]=[CH:6][N:5]=[C:4]2[N:8]([CH2:11][O:12][CH2:13][CH2:14][Si:15]([CH3:18])([CH3:17])[CH3:16])[CH:9]=[CH:10][C:3]=12.C([Li])CCC.[I:24]I. Product: [Cl:1][C:2]1[CH:7]=[CH:6][N:5]=[C:4]2[N:8]([CH2:11][O:12][CH2:13][CH2:14][Si:15]([CH3:18])([CH3:17])[CH3:16])[C:9]([I:24])=[CH:10][C:3]=12. The catalyst class is: 7. (8) Reactant: [Br:1][C:2]1[CH:3]=[C:4]([OH:8])[CH:5]=[N:6][CH:7]=1.[N+:9]([O-])([OH:11])=[O:10]. Product: [Br:1][C:2]1[CH:3]=[C:4]([OH:8])[C:5]([N+:9]([O-:11])=[O:10])=[N:6][CH:7]=1. The catalyst class is: 65. (9) Reactant: [Cl:1][C:2]1[CH:7]=[CH:6][C:5]([C:8]2([NH:18][C:19](=[O:26])[C:20]3[CH:25]=[CH:24][CH:23]=[CH:22][CH:21]=3)[CH2:11][CH:10]([C:12](=O)[CH2:13][CH2:14][CH:15]=[CH2:16])[CH2:9]2)=[CH:4][CH:3]=1.[C:27]([O-:30])(=O)[CH3:28].[NH4+:31].[C:32]([N:36]=[C:37]=[O:38])([CH3:35])([CH3:34])[CH3:33]. Product: [C:27]([NH:31][C:12]([CH:10]1[CH2:11][C:8]([NH:18][C:19](=[O:26])[C:20]2[CH:21]=[CH:22][CH:23]=[CH:24][CH:25]=2)([C:5]2[CH:4]=[CH:3][C:2]([Cl:1])=[CH:7][CH:6]=2)[CH2:9]1)([CH2:13][CH2:14][CH:15]=[CH2:16])[C:37]([NH:36][C:32]([CH3:35])([CH3:34])[CH3:33])=[O:38])(=[O:30])[CH3:28]. The catalyst class is: 836. (10) Reactant: [C:1]1([C@H:7]2[C@@H:11]([C:12]3[CH:17]=[CH:16][CH:15]=[CH:14][CH:13]=3)[O:10][C:9](=[O:18])[NH:8]2)[CH:6]=[CH:5][CH:4]=[CH:3][CH:2]=1.[CH3:19]/[C:20](=[CH:24]\[CH2:25][CH3:26])/[C:21]([OH:23])=O.[CH3:27]COC1N(C(OCC)=O)C2C(=CC=CC=2)C=C1.[Li+].[Cl-]. Product: [CH3:19]/[C:20](=[CH:24]\[CH2:25][CH2:26][CH3:27])/[C:21]([N:8]1[C@@H:7]([C:1]2[CH:2]=[CH:3][CH:4]=[CH:5][CH:6]=2)[C@@H:11]([C:12]2[CH:13]=[CH:14][CH:15]=[CH:16][CH:17]=2)[O:10][C:9]1=[O:18])=[O:23]. The catalyst class is: 25.